Dataset: Full USPTO retrosynthesis dataset with 1.9M reactions from patents (1976-2016). Task: Predict the reactants needed to synthesize the given product. (1) Given the product [CH2:13]([NH:20][C:2]1[NH:10][C:9]2[C:4](=[N:5][CH:6]=[CH:7][CH:8]=2)[C:3]=1[C:11]#[N:12])[C:14]1[CH:19]=[CH:18][CH:17]=[CH:16][CH:15]=1, predict the reactants needed to synthesize it. The reactants are: Cl[C:2]1[NH:10][C:9]2[C:4](=[N:5][CH:6]=[CH:7][CH:8]=2)[C:3]=1[C:11]#[N:12].[CH2:13]([NH2:20])[C:14]1[CH:19]=[CH:18][CH:17]=[CH:16][CH:15]=1. (2) Given the product [OH-:27].[NH4+:2].[S:1]1[C:5]2[CH:6]=[CH:7][CH:8]=[CH:9][C:4]=2[C:3]([N:10]2[CH2:15][CH2:14][N:13]([CH2:16][CH2:17][C:18]3[CH:23]=[CH:22][CH:21]=[CH:20][C:19]=3[NH:24][CH3:26])[CH2:12][CH2:11]2)=[N:2]1, predict the reactants needed to synthesize it. The reactants are: [S:1]1[C:5]2[CH:6]=[CH:7][CH:8]=[CH:9][C:4]=2[C:3]([N:10]2[CH2:15][CH2:14][N:13]([CH2:16][CH2:17][C:18]3[CH:23]=[CH:22][CH:21]=[CH:20][C:19]=3[NH2:24])[CH2:12][CH2:11]2)=[N:2]1.[Na].[CH2:26]=[O:27]. (3) Given the product [CH2:1]([C:4]1([S:7]([NH:10][C:14]2[C:13]([NH:12][C:23]3[CH:28]=[CH:27][C:26]([I:29])=[CH:25][C:24]=3[F:30])=[C:21]([F:22])[C:17]3[N:18]=[CH:19][O:20][C:16]=3[CH:15]=2)(=[O:9])=[O:8])[CH2:6][CH2:5]1)[CH:2]=[CH2:3], predict the reactants needed to synthesize it. The reactants are: [CH2:1]([C:4]1([S:7]([N:10]2[C:14]3=[CH:15][C:16]4[O:20][CH:19]=[N:18][C:17]=4[C:21]([F:22])=[C:13]3[N:12]([C:23]3[CH:28]=[CH:27][C:26]([I:29])=[CH:25][C:24]=3[F:30])C2=O)(=[O:9])=[O:8])[CH2:6][CH2:5]1)[CH:2]=[CH2:3].C[Si](C)(C)[O-].[K+]. (4) The reactants are: C(O[C:5](=[O:7])[CH3:6])(=O)C.[NH:8]1[C:12]2[CH:13]=[CH:14][CH:15]=[CH:16][C:11]=2[N:10]=[C:9]1[C:17]1[C:21]([NH2:22])=[CH:20][NH:19][N:18]=1. Given the product [NH:10]1[C:11]2[CH:16]=[CH:15][CH:14]=[CH:13][C:12]=2[N:8]=[C:9]1[C:17]1[C:21]([NH:22][C:5](=[O:7])[CH3:6])=[CH:20][NH:19][N:18]=1, predict the reactants needed to synthesize it. (5) Given the product [CH3:26][O:25][C:20]1[CH:21]=[CH:22][CH:23]=[CH:24][C:19]=1[CH2:18][NH:17][C:13]1[C:12]2[N:11]([N:10]=[C:9]([NH:1][C:2]3[CH:7]=[CH:6][N:5]=[CH:4][CH:3]=3)[N:27]=2)[CH:16]=[CH:15][CH:14]=1, predict the reactants needed to synthesize it. The reactants are: [NH2:1][C:2]1[CH:7]=[CH:6][N:5]=[CH:4][CH:3]=1.Cl[C:9]1[N:27]=[C:12]2[C:13]([NH:17][CH2:18][C:19]3[CH:24]=[CH:23][CH:22]=[CH:21][C:20]=3[O:25][CH3:26])=[CH:14][CH:15]=[CH:16][N:11]2[N:10]=1. (6) Given the product [C:1]([O:5][C:6](=[O:16])[NH:7][C:8]1[CH:13]=[CH:12][C:11]([CH3:14])=[C:10]([O:15][CH2:21][CH2:20][N:19]([CH3:23])[CH3:18])[CH:9]=1)([CH3:4])([CH3:2])[CH3:3], predict the reactants needed to synthesize it. The reactants are: [C:1]([O:5][C:6](=[O:16])[NH:7][C:8]1[CH:13]=[CH:12][C:11]([CH3:14])=[C:10]([OH:15])[CH:9]=1)([CH3:4])([CH3:3])[CH3:2].Cl.[CH3:18][N:19]([CH3:23])[CH2:20][CH2:21]Cl.C([O-])([O-])=O.[K+].[K+].O. (7) Given the product [CH3:6][O:7][C:8](=[O:28])[C:9]1[CH:14]=[C:13]([O:15][CH2:16][O:17][CH3:18])[CH:12]=[C:11]([O:19][C:20]2[CH:25]=[CH:24][C:23]([S:2]([CH3:1])(=[O:4])=[O:3])=[C:22]([F:27])[CH:21]=2)[CH:10]=1, predict the reactants needed to synthesize it. The reactants are: [CH3:1][S:2]([O-:4])=[O:3].[Na+].[CH3:6][O:7][C:8](=[O:28])[C:9]1[CH:14]=[C:13]([O:15][CH2:16][O:17][CH3:18])[CH:12]=[C:11]([O:19][C:20]2[CH:25]=[CH:24][C:23](Br)=[C:22]([F:27])[CH:21]=2)[CH:10]=1.O.[Cl-].[Na+].O.N.C(OC(=O)C)C. (8) Given the product [N+:8]([C:7]1[C:2]2[NH:1][C:14](=[O:15])[O:11][C:3]=2[CH:4]=[CH:5][CH:6]=1)([O-:10])=[O:9], predict the reactants needed to synthesize it. The reactants are: [NH2:1][C:2]1[C:7]([N+:8]([O-:10])=[O:9])=[CH:6][CH:5]=[CH:4][C:3]=1[OH:11].C1C[O:15][CH2:14]C1. (9) Given the product [C:16]([N:19]1[C:28]2[C:23](=[C:24]([N:47]([C:9]([O:11][C:12]([CH3:13])([CH3:14])[CH3:15])=[O:10])[C:48]3[CH:49]=[CH:50][CH:51]=[CH:52][CH:53]=3)[C:25]([C:29]3[CH:30]=[N:31][N:32]([CH:34]4[CH2:39][CH2:38][N:37]([C:40]([O:42][C:43]([CH3:46])([CH3:45])[CH3:44])=[O:41])[CH2:36][CH2:35]4)[CH:33]=3)=[CH:26][CH:27]=2)[CH2:22][CH2:21][C@@H:20]1[CH3:54])(=[O:18])[CH3:17], predict the reactants needed to synthesize it. The reactants are: [C:9](O[C:9]([O:11][C:12]([CH3:15])([CH3:14])[CH3:13])=[O:10])([O:11][C:12]([CH3:15])([CH3:14])[CH3:13])=[O:10].[C:16]([N:19]1[C:28]2[C:23](=[C:24]([NH:47][C:48]3[CH:53]=[CH:52][CH:51]=[CH:50][CH:49]=3)[C:25]([C:29]3[CH:30]=[N:31][N:32]([CH:34]4[CH2:39][CH2:38][N:37]([C:40]([O:42][C:43]([CH3:46])([CH3:45])[CH3:44])=[O:41])[CH2:36][CH2:35]4)[CH:33]=3)=[CH:26][CH:27]=2)[CH2:22][CH2:21][C@@H:20]1[CH3:54])(=[O:18])[CH3:17].C(N1C2C(=CC(C3C=NN(C4CCN(C(OC(C)(C)C)=O)CC4)C=3)=CC=2)CC[C@@H]1C)(=O)C. (10) The reactants are: [C:1]([C:4]1[CH:8]([C:9]2[CH:14]=[CH:13][C:12]([Cl:15])=[CH:11][CH:10]=2)[N:7]([C:16]2[CH:17]=[C:18]([CH3:26])[C:19]3[N:20]([C:22]([CH3:25])=[N:23][N:24]=3)[CH:21]=2)[C:6](=[O:27])[C:5]=1O)(=O)[CH3:2].Cl.[CH:30]1([NH:33][NH2:34])[CH2:32][CH2:31]1. Given the product [Cl:15][C:12]1[CH:11]=[CH:10][C:9]([CH:8]2[C:4]3[C:1]([CH3:2])=[N:34][N:33]([CH:30]4[CH2:32][CH2:31]4)[C:5]=3[C:6](=[O:27])[N:7]2[C:16]2[CH:17]=[C:18]([CH3:26])[C:19]3[N:20]([C:22]([CH3:25])=[N:23][N:24]=3)[CH:21]=2)=[CH:14][CH:13]=1, predict the reactants needed to synthesize it.